Dataset: Peptide-MHC class II binding affinity with 134,281 pairs from IEDB. Task: Regression. Given a peptide amino acid sequence and an MHC pseudo amino acid sequence, predict their binding affinity value. This is MHC class II binding data. (1) The peptide sequence is AFKVAATAANAAYAN. The MHC is DRB1_0701 with pseudo-sequence DRB1_0701. The binding affinity (normalized) is 0.699. (2) The MHC is HLA-DPA10201-DPB11401 with pseudo-sequence HLA-DPA10201-DPB11401. The binding affinity (normalized) is 0. The peptide sequence is VTMNDVKIEYSGTNN. (3) The peptide sequence is SVVVQDPKNVYQRGT. The MHC is HLA-DQA10201-DQB10301 with pseudo-sequence HLA-DQA10201-DQB10301. The binding affinity (normalized) is 0.344. (4) The peptide sequence is YDKFLANVSTVLTGW. The MHC is DRB1_0101 with pseudo-sequence DRB1_0101. The binding affinity (normalized) is 0.794.